This data is from Full USPTO retrosynthesis dataset with 1.9M reactions from patents (1976-2016). The task is: Predict the reactants needed to synthesize the given product. (1) Given the product [CH3:20][CH:19]([C:21]1[CH:22]=[C:23]([CH:24]=[CH:25][CH:26]=1)[NH2:27])[CH2:18][N:15]1[CH2:14][CH2:13][N:12]([C:8]2[CH:7]=[CH:6][CH:5]=[C:4]3[C:9]=2[CH:10]=[CH:11][C:2]([CH3:1])=[N:3]3)[CH2:17][CH2:16]1, predict the reactants needed to synthesize it. The reactants are: [CH3:1][C:2]1[CH:11]=[CH:10][C:9]2[C:4](=[CH:5][CH:6]=[CH:7][C:8]=2[N:12]2[CH2:17][CH2:16][N:15]([CH2:18][CH:19]([C:21]3[CH:26]=[CH:25][CH:24]=[C:23]([N+:27]([O-])=O)[CH:22]=3)[CH3:20])[CH2:14][CH2:13]2)[N:3]=1.[Cl-].[NH4+]. (2) Given the product [CH2:1]([N:8]1[CH2:9][CH2:10][C:11]2([CH:14]([C:16]3[CH:21]=[CH:20][C:19]([CH:22]([CH3:24])[CH3:23])=[CH:18][CH:17]=3)[C:25]3[C:30]([CH3:31])=[C:29]([OH:32])[C:28]([CH3:34])=[C:27]([CH3:35])[C:26]=3[O:36]2)[CH2:12][CH2:13]1)[C:2]1[CH:3]=[CH:4][CH:5]=[CH:6][CH:7]=1, predict the reactants needed to synthesize it. The reactants are: [CH2:1]([N:8]1[CH2:13][CH2:12][CH:11]([C:14]([C:25]2[C:30]([CH3:31])=[C:29]([O:32]C)[C:28]([CH3:34])=[C:27]([CH3:35])[C:26]=2[O:36]C)([C:16]2[CH:21]=[CH:20][C:19]([CH:22]([CH3:24])[CH3:23])=[CH:18][CH:17]=2)O)[CH2:10][CH2:9]1)[C:2]1[CH:7]=[CH:6][CH:5]=[CH:4][CH:3]=1.Br.[OH-].[Na+]. (3) Given the product [Br:1][C:2]1[CH:10]=[C:6]2[C:5]([O:11][C:12]3[C:13]([F:20])=[C:14]([F:19])[C:15]([I:18])=[CH:16][C:17]=3[C:7]2=[O:9])=[CH:4][CH:3]=1, predict the reactants needed to synthesize it. The reactants are: [Br:1][C:2]1[CH:3]=[CH:4][C:5]([O:11][C:12]2[CH:17]=[CH:16][C:15]([I:18])=[C:14]([F:19])[C:13]=2[F:20])=[C:6]([CH:10]=1)[C:7]([OH:9])=O.S(=O)(=O)(O)O. (4) Given the product [C:2]1([CH:8]([CH3:11])[CH2:9][NH:10][S:22]([CH:20]([CH3:21])[CH3:19])(=[O:24])=[O:23])[CH:7]=[CH:6][CH:5]=[CH:4][CH:3]=1, predict the reactants needed to synthesize it. The reactants are: Cl.[C:2]1([CH:8]([CH3:11])[CH2:9][NH2:10])[CH:7]=[CH:6][CH:5]=[CH:4][CH:3]=1.CCN(CC)CC.[CH3:19][CH:20]([S:22](Cl)(=[O:24])=[O:23])[CH3:21]. (5) Given the product [CH2:1]([NH:3][C:4]([NH:6][C:7]1[S:8][C:9]2[C:15]([CH2:16][NH:37][CH3:36])=[CH:14][C:13]([C:18]3[CH:19]=[N:20][C:21]([N:24]4[CH2:29][CH2:28][C:27]([CH3:35])([C:30]([O:32][CH2:33][CH3:34])=[O:31])[CH2:26][CH2:25]4)=[N:22][CH:23]=3)=[CH:12][C:10]=2[N:11]=1)=[O:5])[CH3:2], predict the reactants needed to synthesize it. The reactants are: [CH2:1]([NH:3][C:4]([NH:6][C:7]1[S:8][C:9]2[C:15]([CH:16]=O)=[CH:14][C:13]([C:18]3[CH:19]=[N:20][C:21]([N:24]4[CH2:29][CH2:28][C:27]([CH3:35])([C:30]([O:32][CH2:33][CH3:34])=[O:31])[CH2:26][CH2:25]4)=[N:22][CH:23]=3)=[CH:12][C:10]=2[N:11]=1)=[O:5])[CH3:2].[CH3:36][NH2:37].[BH4-].[Na+]. (6) Given the product [C:19]([C:21]1[CH:22]=[C:23]([NH:24][C:15](=[O:17])[CH2:14][C:9]2[NH:10][C:11](=[O:13])[CH:12]=[C:7]([N:1]3[CH2:2][CH2:3][O:4][CH2:5][CH2:6]3)[N:8]=2)[CH:25]=[CH:26][C:27]=1[F:28])#[CH:20], predict the reactants needed to synthesize it. The reactants are: [N:1]1([C:7]2[N:8]=[C:9]([CH2:14][C:15]([O-:17])=O)[NH:10][C:11](=[O:13])[CH:12]=2)[CH2:6][CH2:5][O:4][CH2:3][CH2:2]1.[Na+].[C:19]([C:21]1[CH:22]=[C:23]([CH:25]=[CH:26][C:27]=1[F:28])[NH2:24])#[CH:20].Cl.CN(C)CCCN=C=NCC. (7) Given the product [C:1]([O:5][C:6](=[O:30])[C:7]1[CH:12]=[CH:11][C:10]([O:13][CH2:14][CH2:15][O:16]/[N:17]=[CH:18]/[C:19]2[CH:20]=[CH:21][C:22]([C:25]([CH3:28])([CH3:27])[CH3:26])=[CH:23][CH:24]=2)=[CH:9][C:8]=1[O:29][C:44](=[O:45])[C:43]1[CH:47]=[CH:48][C:40]([C:39]([F:38])([F:49])[F:50])=[CH:41][CH:42]=1)([CH3:4])([CH3:2])[CH3:3], predict the reactants needed to synthesize it. The reactants are: [C:1]([O:5][C:6](=[O:30])[C:7]1[CH:12]=[CH:11][C:10]([O:13][CH2:14][CH2:15][O:16][N:17]=[CH:18][C:19]2[CH:24]=[CH:23][C:22]([C:25]([CH3:28])([CH3:27])[CH3:26])=[CH:21][CH:20]=2)=[CH:9][C:8]=1[OH:29])([CH3:4])([CH3:3])[CH3:2].C(N(CC)CC)C.[F:38][C:39]([F:50])([F:49])[C:40]1[CH:48]=[CH:47][C:43]([C:44](Cl)=[O:45])=[CH:42][CH:41]=1. (8) Given the product [S:1]([O-:5])([O-:4])(=[O:3])=[O:2].[Na+:32].[C:20]([O:25][CH2:26][CH2:27][NH:28][C:29]([NH:13][CH2:12][CH2:11][CH2:10][CH2:9][NH:8][C:7]([NH2:6])=[NH2+:14])=[O:30])(=[O:24])[C:21]([CH3:23])=[CH2:22], predict the reactants needed to synthesize it. The reactants are: [S:1]([OH:5])([OH:4])(=[O:3])=[O:2].[NH2:6][C:7](=[NH:14])[NH:8][CH2:9][CH2:10][CH2:11][CH2:12][NH2:13].CC(C)=O.O.[C:20]([O:25][CH2:26][CH2:27][N:28]=[C:29]=[O:30])(=[O:24])[C:21]([CH3:23])=[CH2:22].[OH-].[Na+:32]. (9) Given the product [F:24][C:23]([F:26])([F:25])[C:22]([C:4]1[CH:5]=[CH:6][C:7]([N:8]2[CH2:13][CH2:12][N:11]([S:14]([C:17]3[S:18][CH:19]=[CH:20][CH:21]=3)(=[O:16])=[O:15])[CH2:10][CH2:9]2)=[C:2]([C:34]#[C:35][CH3:36])[CH:3]=1)([OH:31])[C:27]([F:30])([F:29])[F:28], predict the reactants needed to synthesize it. The reactants are: Br[C:2]1[CH:3]=[C:4]([C:22]([OH:31])([C:27]([F:30])([F:29])[F:28])[C:23]([F:26])([F:25])[F:24])[CH:5]=[CH:6][C:7]=1[N:8]1[CH2:13][CH2:12][N:11]([S:14]([C:17]2[S:18][CH:19]=[CH:20][CH:21]=2)(=[O:16])=[O:15])[CH2:10][CH2:9]1.C[Si](C)(C)[C:34]#[C:35][CH3:36].C(NCC)C.C1(P(C2C=CC=CC=2)C2C=CC=CC=2)C=CC=CC=1.